Dataset: Forward reaction prediction with 1.9M reactions from USPTO patents (1976-2016). Task: Predict the product of the given reaction. (1) Given the reactants [CH3:1][O:2][C:3]1[CH:9]=[CH:8][C:7]([C:10]2[O:14][CH:13]=[N:12][CH:11]=2)=[CH:6][C:4]=1[NH2:5].[Cl:15][C:16]1[CH:17]=[CH:18][C:19]2[S:23][C:22]([CH:24]=O)=[CH:21][C:20]=2[CH:26]=1, predict the reaction product. The product is: [Cl:15][C:16]1[CH:17]=[CH:18][C:19]2[S:23][C:22]([CH2:24][NH:5][C:4]3[CH:6]=[C:7]([C:10]4[O:14][CH:13]=[N:12][CH:11]=4)[CH:8]=[CH:9][C:3]=3[O:2][CH3:1])=[CH:21][C:20]=2[CH:26]=1. (2) Given the reactants [Cl:1][C:2]1[C:3]([N:27]([CH3:31])[CH2:28][CH2:29][CH3:30])=[CH:4][C:5]2[N:11]=[C:10]([C:12]3[CH:17]=[CH:16][CH:15]=[C:14]([N:18]4[C:22]([CH2:23]O)=[N:21][CH:20]=[N:19]4)[CH:13]=3)[CH2:9][C:8](=[O:25])[NH:7][C:6]=2[CH:26]=1.S(Cl)(Cl)=O.[Cl-].[CH3:37][NH:38][CH3:39], predict the reaction product. The product is: [Cl:1][C:2]1[C:3]([N:27]([CH3:31])[CH2:28][CH2:29][CH3:30])=[CH:4][C:5]2[N:11]=[C:10]([C:12]3[CH:17]=[CH:16][CH:15]=[C:14]([N:18]4[C:22]([CH2:23][N:38]([CH3:39])[CH3:37])=[N:21][CH:20]=[N:19]4)[CH:13]=3)[CH2:9][C:8](=[O:25])[NH:7][C:6]=2[CH:26]=1. (3) Given the reactants [N+:1]([C:4]1[CH:5]=[C:6]([CH2:10][C:11]#[N:12])[CH:7]=[CH:8][CH:9]=1)([O-:3])=[O:2].Br[CH2:14][CH2:15][CH2:16]Br.C(=O)([O-])[O-].[K+].[K+], predict the reaction product. The product is: [N+:1]([C:4]1[CH:5]=[C:6]([C:10]2([C:11]#[N:12])[CH2:16][CH2:15][CH2:14]2)[CH:7]=[CH:8][CH:9]=1)([O-:3])=[O:2]. (4) Given the reactants [CH3:1][C:2]1[CH:8]=[C:7]([I:9])[C:6]([CH3:10])=[CH:5][C:3]=1[NH2:4].[CH2:11](Br)[C:12]1[CH:17]=[CH:16][CH:15]=[CH:14][CH:13]=1.C(=O)([O-])[O-].[K+].[K+], predict the reaction product. The product is: [CH2:11]([N:4]([CH2:1][C:2]1[CH:8]=[CH:7][CH:6]=[CH:5][CH:3]=1)[C:3]1[CH:5]=[C:6]([CH3:10])[C:7]([I:9])=[CH:8][C:2]=1[CH3:1])[C:12]1[CH:17]=[CH:16][CH:15]=[CH:14][CH:13]=1. (5) Given the reactants F[C:2]1[CH:7]=[C:6]([N+:8]([O-:10])=[O:9])[CH:5]=[C:4]([F:11])[CH:3]=1.C([O-])([O-])=O.[K+].[K+].[C:18]1([CH2:24][SH:25])[CH:23]=[CH:22][CH:21]=[CH:20][CH:19]=1, predict the reaction product. The product is: [CH2:24]([S:25][C:2]1[CH:7]=[C:6]([N+:8]([O-:10])=[O:9])[CH:5]=[C:4]([F:11])[CH:3]=1)[C:18]1[CH:23]=[CH:22][CH:21]=[CH:20][CH:19]=1. (6) Given the reactants C(OC([NH:8][C@@H:9]1[CH2:14][CH2:13][C@@H:12]([CH:15](C(OCC)=O)[C:16]([O:18][CH2:19]C)=[O:17])[CH2:11][C@H:10]1[C:26]1[CH:31]=[CH:30][C:29]([C:32]([F:35])([F:34])[F:33])=[CH:28][CH:27]=1)=O)(C)(C)C, predict the reaction product. The product is: [NH2:8][C@@H:9]1[CH2:14][CH2:13][C@@H:12]([CH2:15][C:16]([O:18][CH3:19])=[O:17])[CH2:11][C@H:10]1[C:26]1[CH:31]=[CH:30][C:29]([C:32]([F:33])([F:34])[F:35])=[CH:28][CH:27]=1. (7) The product is: [Br:1][C:2]1[CH:3]=[N:4][C:5]([CH:9]=[CH2:10])=[N:6][CH:7]=1. Given the reactants [Br:1][C:2]1[CH:3]=[N:4][C:5](I)=[N:6][CH:7]=1.[CH3:9][C:10]1(C)C(C)(C)OB(C=C)O1.C([O-])([O-])=O.[Cs+].[Cs+], predict the reaction product.